From a dataset of Reaction yield outcomes from USPTO patents with 853,638 reactions. Predict the reaction yield, written as a fraction of the theoretical maximum amount of product (1.0 means a 100% yield; for example, 0.34 means a 34% yield). (1) The reactants are Cl[C:2]1[N:10]=[CH:9][N:8]=[C:7]2[C:3]=1[N:4]=[C:5]([C:18]1[CH:23]=[CH:22][CH:21]=[CH:20][C:19]=1[Cl:24])[N:6]2[C:11]1[CH:16]=[CH:15][C:14]([Cl:17])=[CH:13][CH:12]=1.[C:25]([NH:29][C:30]([C:32]1([C:38]2[CH:43]=[CH:42][CH:41]=[CH:40][CH:39]=2)[CH2:37][CH2:36][NH:35][CH2:34][CH2:33]1)=[O:31])([CH3:28])([CH3:27])[CH3:26].C(N(CC)CC)C. The catalyst is C(O)C. The product is [C:25]([NH:29][C:30]([C:32]1([C:38]2[CH:43]=[CH:42][CH:41]=[CH:40][CH:39]=2)[CH2:37][CH2:36][N:35]([C:2]2[N:10]=[CH:9][N:8]=[C:7]3[C:3]=2[N:4]=[C:5]([C:18]2[CH:23]=[CH:22][CH:21]=[CH:20][C:19]=2[Cl:24])[N:6]3[C:11]2[CH:12]=[CH:13][C:14]([Cl:17])=[CH:15][CH:16]=2)[CH2:34][CH2:33]1)=[O:31])([CH3:28])([CH3:26])[CH3:27]. The yield is 0.720. (2) The reactants are [Br:1][C:2]1[CH:3]=[C:4]([C:9]2[O:10][C:11]([C:14]3[CH:19]=[CH:18][CH:17]=[CH:16][CH:15]=3)=[N:12][N:13]=2)[C:5]([NH2:8])=[N:6][CH:7]=1.[CH3:20][C:21]([O:24][C:25](O[C:25]([O:24][C:21]([CH3:23])([CH3:22])[CH3:20])=[O:26])=[O:26])([CH3:23])[CH3:22]. The catalyst is C(Cl)Cl.C1COCC1.CN(C1C=CN=CC=1)C. The product is [Br:1][C:2]1[CH:3]=[C:4]([C:9]2[O:10][C:11]([C:14]3[CH:19]=[CH:18][CH:17]=[CH:16][CH:15]=3)=[N:12][N:13]=2)[C:5]([N:8]([C:25]([O:24][C:21]([CH3:23])([CH3:22])[CH3:20])=[O:26])[C:25](=[O:26])[O:24][C:21]([CH3:23])([CH3:22])[CH3:20])=[N:6][CH:7]=1. The yield is 0.840.